From a dataset of Experimentally validated miRNA-target interactions with 360,000+ pairs, plus equal number of negative samples. Binary Classification. Given a miRNA mature sequence and a target amino acid sequence, predict their likelihood of interaction. (1) The miRNA is rno-miR-301a-3p with sequence CAGUGCAAUAGUAUUGUCAAAGC. The protein sequence of the target gene is MGRMHAPGKGLSQSALPYRRSVPTWLKLTSDDVKEQIYKLAKKGLTPSQIGVILRDSHGVAQVRFVTGNKILRILKSKGLAPDLPEDLYHLIKKAVAVRKHLERNRKDKDAKFRLILIESRIHRLARYYKTKRVLPPNWKYESSTASALVA. Result: 0 (no interaction). (2) The miRNA is cgr-miR-30a-5p with sequence UGUAAACAUCCUCGACUGGAAGC. The protein sequence of the target gene is MAHRGGERDFQTSARRMGTSLLFQLSVHERELDLVFLDHSYAKPWSAHPDASSARPTRMLFVTPRRQQENTIESDVPIDVETVTATPVPLYDNQKARSVMNECERHVIFARTDADAPPPPEDWEEHVNRTGWTVAQNKLFNKILKALQSDRLARLANEGACNEPVLRRVAVDKCARRVRQALASVSWDTKLTQWLHTTLVETLSLPMLAAYLDALQTLKGKIPTLIDRMLVSSNTKTGAAGAEALSLLLKRPWDPAVGVLSHNKPSKLPGSPLILIVSSGPSSSVFPASRRHRFWQSQLS.... Result: 0 (no interaction). (3) The miRNA is hsa-miR-3663-5p with sequence GCUGGUCUGCGUGGUGCUCGG. The protein sequence of the target gene is MSVPVAPKKSCYTQLRDNRNAARNNNESILSLGDTNANQIMLEVSSSHDESKTCDLGDEIGNTNSSEPENRTHFHKEFHQLQGFGKGSQAGSASLKDFRLSSTIQRELNEEHTVERGTDSLQTTRSIQGPSLSSWRNVMSEASLDVLAKRDAEIPRHVPKDKLAKTLDNEELRRHSLERASSSVAAVGSLTPQHPQPLSLDSREARGQIPGGGEGPQKTLPDHAVPAAFPATDSTSEGKSVRHPKPSTSESKQSTPSETQTVGAHVLQVCSEHTSHSAHPEPALNLTLASKEIPSKLEAQ.... Result: 0 (no interaction). (4) The miRNA is hsa-miR-16-5p with sequence UAGCAGCACGUAAAUAUUGGCG. The protein sequence of the target gene is MWSGRKLGSSGGWFLRVLGPGGCNTKAARPLISSAVYVKNQLSGTLQIKPGVFNEYRTIWFKSYRTIFSCLNRIKSFRYPWARLYSTSQTTVDSGEVKTFLALAHKWWDEQGVYAPLHSMNDLRVPFIRDNLLKTIPNHQPGKPLLGMKILDVGCGGGLLTEPLGRLGASVIGIDPVDENIKTAQCHKSFDPVLDKRIEYRVCSLEEIVEETAETFDAVVASEVVEHVIDLETFLQCCCQVLKPGGSLFITTINKTQLSYALGIVFSEQIASIVPKGTHTWEKFVSPETLESILESNGLS.... Result: 1 (interaction). (5) The miRNA is hsa-miR-6763-5p with sequence CUGGGGAGUGGCUGGGGAG. The protein sequence of the target gene is MATERSRSAMDSPVPASMFAPEPSSPGAARAAAAAARLHGGFDSDCSEDGEALNGEPELDLTSKLVLVSPTSEQYDSLLRQMWERMDEGCGETIYVIGQGSDGTEYGLSEADMEASYATVKSMAEQIEADVILLRERQEAGGRVRDYLVRKRVGDNDFLEVRVAVVGNVDAGKSTLLGVLTHGELDNGRGFARQKLFRHKHEIESGRTSSVGNDILGFDSEGNVVNKPDSHGGSLEWTKICEKSTKVITFIDLAGHEKYLKTTVFGMTGHLPDFCMLMVGSNAGIVGMTKEHLGLALALN.... Result: 1 (interaction).